This data is from Reaction yield outcomes from USPTO patents with 853,638 reactions. The task is: Predict the reaction yield, written as a fraction of the theoretical maximum amount of product (1.0 means a 100% yield; for example, 0.34 means a 34% yield). (1) The reactants are [C:1]([O:5][C:6]([NH:8][C:9]1[CH:14]=[C:13]([CH3:15])[CH:12]=[CH:11][N:10]=1)=[O:7])([CH3:4])([CH3:3])[CH3:2].C([Li])CCC.[CH3:21][CH2:22][CH2:23][CH2:24][CH2:25][CH3:26].C([O:30][CH:31](C)C)(C)C.[O:34]1CCC[CH2:35]1. The catalyst is O. The product is [CH3:35][O:34][C:23]1[CH:22]=[CH:21][C:26]([C:31](=[O:30])[CH2:15][C:13]2[CH:12]=[CH:11][N:10]=[C:9]([NH:8][C:6]([O:5][C:1]([CH3:4])([CH3:3])[CH3:2])=[O:7])[CH:14]=2)=[CH:25][CH:24]=1. The yield is 0.690. (2) The reactants are [OH:1][CH2:2][C:3]1[CH:4]=[C:5]([C:9]2[CH:10]=[C:11]([C:21](O)=[O:22])[C:12]3[CH:17]=[N:16][N:15]([CH:18]([CH3:20])[CH3:19])[C:13]=3[N:14]=2)[CH:6]=[CH:7][CH:8]=1.[NH2:24][CH2:25][C:26]1[C:27](=[O:34])[NH:28][C:29]([CH3:33])=[CH:30][C:31]=1[CH3:32].C1CN([P+](ON2N=NC3C=CC=CC2=3)(N2CCCC2)N2CCCC2)CC1.F[P-](F)(F)(F)(F)F.C([O-])(O)=O.[Na+]. The catalyst is CS(C)=O.CO.C(Cl)Cl. The product is [CH3:32][C:31]1[CH:30]=[C:29]([CH3:33])[NH:28][C:27](=[O:34])[C:26]=1[CH2:25][NH:24][C:21]([C:11]1[C:12]2[CH:17]=[N:16][N:15]([CH:18]([CH3:20])[CH3:19])[C:13]=2[N:14]=[C:9]([C:5]2[CH:6]=[CH:7][CH:8]=[C:3]([CH2:2][OH:1])[CH:4]=2)[CH:10]=1)=[O:22]. The yield is 0.814.